Dataset: Forward reaction prediction with 1.9M reactions from USPTO patents (1976-2016). Task: Predict the product of the given reaction. (1) Given the reactants [H-].[H-].[H-].[H-].[Li+].[Al+3].[Br:7][C:8]1[CH:20]=[N:19][C:11]2[NH:12][C:13](=O)[C@@H:14]([CH3:17])[NH:15][CH2:16][C:10]=2[CH:9]=1, predict the reaction product. The product is: [Br:7][C:8]1[CH:20]=[N:19][C:11]2[NH:12][CH2:13][C@@H:14]([CH3:17])[NH:15][CH2:16][C:10]=2[CH:9]=1. (2) Given the reactants [C:1]([O:5][CH3:6])(=[O:4])[CH2:2][OH:3].[H-].[Na+].[Cl:9][C:10]1[C:15]([N+:16]([O-:18])=[O:17])=[C:14](Cl)[N:13]=[CH:12][N:11]=1.O, predict the reaction product. The product is: [CH3:6][O:5][C:1](=[O:4])[CH2:2][O:3][C:14]1[C:15]([N+:16]([O-:18])=[O:17])=[C:10]([Cl:9])[N:11]=[CH:12][N:13]=1.